Dataset: Forward reaction prediction with 1.9M reactions from USPTO patents (1976-2016). Task: Predict the product of the given reaction. (1) Given the reactants [Cl:1][C:2]1[C:7]([I:8])=[CH:6][C:5]([NH:9][CH2:10][C:11]([OH:13])=O)=[C:4]([O:14][CH3:15])[CH:3]=1.[N:16]1([CH:22]2[CH2:25][N:24]([C:26]([O:28][C:29]([CH3:32])([CH3:31])[CH3:30])=[O:27])[CH2:23]2)[CH2:21][CH2:20][NH:19][CH2:18][CH2:17]1.CCN=C=NCCCN(C)C.Cl.C1C=CC2N(O)N=NC=2C=1.CCN(CC)CC, predict the reaction product. The product is: [Cl:1][C:2]1[C:7]([I:8])=[CH:6][C:5]([NH:9][CH2:10][C:11]([N:19]2[CH2:20][CH2:21][N:16]([CH:22]3[CH2:23][N:24]([C:26]([O:28][C:29]([CH3:32])([CH3:31])[CH3:30])=[O:27])[CH2:25]3)[CH2:17][CH2:18]2)=[O:13])=[C:4]([O:14][CH3:15])[CH:3]=1. (2) Given the reactants [CH3:1][C:2]1[N:3]=[C:4]([C:9]2[CH:14]=[CH:13][CH:12]=[CH:11][CH:10]=2)[S:5][C:6]=1[CH2:7]O.C(N(CC)CC)C.CS([Cl:26])(=O)=O, predict the reaction product. The product is: [Cl:26][CH2:7][C:6]1[S:5][C:4]([C:9]2[CH:14]=[CH:13][CH:12]=[CH:11][CH:10]=2)=[N:3][C:2]=1[CH3:1]. (3) The product is: [OH:3][C:4]1[CH:9]=[C:8]([C:10]2[N:11]=[C:12]([C:15]3([C:18]4[CH:19]=[CH:20][CH:21]=[CH:22][CH:23]=4)[CH2:16][CH2:17]3)[S:13][CH:14]=2)[CH:7]=[CH:6][C:5]=1[OH:1]. Given the reactants [O:1]1[C:5]2[CH:6]=[CH:7][C:8]([C:10]3[N:11]=[C:12]([C:15]4([C:18]5[CH:23]=[CH:22][CH:21]=[CH:20][CH:19]=5)[CH2:17][CH2:16]4)[S:13][CH:14]=3)=[CH:9][C:4]=2[O:3]C1.B(Br)(Br)Br.CO.O.C(O)(C(F)(F)F)=O, predict the reaction product. (4) Given the reactants [C:1]1([C:7]2[C:8]3[CH:14]=[C:13]([C:15]([OH:17])=O)[S:12][C:9]=3[NH:10][N:11]=2)[CH:6]=[CH:5][CH:4]=[CH:3][CH:2]=1.[CH3:18][NH:19][CH2:20][C:21]1[CH:26]=[CH:25][CH:24]=[CH:23][CH:22]=1.Cl, predict the reaction product. The product is: [CH3:18][N:19]([CH2:20][C:21]1[CH:26]=[CH:25][CH:24]=[CH:23][CH:22]=1)[C:15]([C:13]1[S:12][C:9]2[NH:10][N:11]=[C:7]([C:1]3[CH:2]=[CH:3][CH:4]=[CH:5][CH:6]=3)[C:8]=2[CH:14]=1)=[O:17]. (5) Given the reactants [NH2:1][C:2]1[CH:10]=[CH:9][CH:8]=[C:7]([F:11])[C:3]=1[C:4]([OH:6])=O.[CH3:12][NH2:13].[CH:14]1([N:18]2[CH2:23][CH2:22][CH:21]([O:24][C:25]3[CH:32]=[CH:31][C:28]([CH:29]=O)=[C:27](OC)[CH:26]=3)[CH2:20][CH2:19]2)[CH2:17][CH2:16][CH2:15]1, predict the reaction product. The product is: [CH:14]1([N:18]2[CH2:23][CH2:22][CH:21]([O:24][C:25]3[CH:32]=[CH:31][C:28]([C:29]4[N:13]([CH3:12])[C:4](=[O:6])[C:3]5[C:2](=[CH:10][CH:9]=[CH:8][C:7]=5[F:11])[N:1]=4)=[CH:27][CH:26]=3)[CH2:20][CH2:19]2)[CH2:17][CH2:16][CH2:15]1.